Dataset: Reaction yield outcomes from USPTO patents with 853,638 reactions. Task: Predict the reaction yield, written as a fraction of the theoretical maximum amount of product (1.0 means a 100% yield; for example, 0.34 means a 34% yield). (1) The reactants are [Cl:1][C:2]1[C:10]2[N:9]=[C:8]3[N:11]([C:16]4[C:17]([CH3:23])=[CH:18][C:19](=[O:22])[NH:20][CH:21]=4)[CH2:12][CH2:13][CH2:14][CH2:15][N:7]3[C:6]=2[C:5]([CH:24]([CH2:27][CH3:28])[CH2:25][CH3:26])=[CH:4][CH:3]=1.[F:29][C:30]([F:43])([F:42])[S:31](O[S:31]([C:30]([F:43])([F:42])[F:29])(=[O:33])=[O:32])(=[O:33])=[O:32]. The catalyst is N1C=CC=CC=1.C(=O)([O-])O.[Na+]. The product is [F:29][C:30]([F:43])([F:42])[S:31]([O:22][C:19]1[CH:18]=[C:17]([CH3:23])[C:16]([N:11]2[C:8]3=[N:9][C:10]4[C:2]([Cl:1])=[CH:3][CH:4]=[C:5]([CH:24]([CH2:25][CH3:26])[CH2:27][CH3:28])[C:6]=4[N:7]3[CH2:15][CH2:14][CH2:13][CH2:12]2)=[CH:21][N:20]=1)(=[O:33])=[O:32]. The yield is 0.850. (2) The reactants are [H-].[Na+].[CH3:3][C:4]1[CH:9]=[CH:8][N:7]=[C:6]([N:10]2[CH2:21][CH2:20][C:13]3([NH:18][C:17](=[O:19])[CH2:16][CH2:15][CH2:14]3)[CH2:12][CH2:11]2)[N:5]=1.Br[CH2:23][C:24]1[CH:29]=[CH:28][CH:27]=[CH:26][C:25]=1[N:30]1[N:34]=[CH:33][CH:32]=[N:31]1.O. The catalyst is CCCC[N+](CCCC)(CCCC)CCCC.[I-].C1COCC1. The product is [N:31]1[N:30]([C:25]2[CH:26]=[CH:27][CH:28]=[CH:29][C:24]=2[CH2:23][N:18]2[C:13]3([CH2:12][CH2:11][N:10]([C:6]4[N:5]=[C:4]([CH3:3])[CH:9]=[CH:8][N:7]=4)[CH2:21][CH2:20]3)[CH2:14][CH2:15][CH2:16][C:17]2=[O:19])[N:34]=[CH:33][CH:32]=1. The yield is 0.0600. (3) The reactants are C(OOC(C)(C)C)(C)(C)C.[CH3:11][S:12]([O:15][C:16]1[CH:21]=[CH:20][C:19]([C:22]2([C:30]3[CH:35]=[CH:34][C:33]([F:36])=[C:32]([Br:37])[CH:31]=3)[C:26](=[O:27])[N:25]([CH3:28])[C:24](=S)[NH:23]2)=[CH:18][CH:17]=1)(=[O:14])=[O:13].CO.[OH-].[NH4+:41]. No catalyst specified. The product is [CH3:11][S:12]([O:15][C:16]1[CH:21]=[CH:20][C:19]([C:22]2([C:30]3[CH:35]=[CH:34][C:33]([F:36])=[C:32]([Br:37])[CH:31]=3)[C:26](=[O:27])[N:25]([CH3:28])[C:24]([NH2:41])=[N:23]2)=[CH:18][CH:17]=1)(=[O:14])=[O:13]. The yield is 0.600. (4) The yield is 0.450. The product is [CH3:13][O:14][CH2:15][O:1][CH2:2][C:3]([C:5]1[CH:10]=[CH:9][CH:8]=[CH:7][CH:6]=1)=[O:4]. The reactants are [OH:1][CH2:2][C:3]([C:5]1[CH:10]=[CH:9][CH:8]=[CH:7][CH:6]=1)=[O:4].[H-].[Li+].[CH2:13](Cl)[O:14][CH3:15].[NH4+].[Cl-]. The catalyst is CN(C=O)C. (5) The reactants are [C:1]([C:5]1[N:6]=[C:7]([NH:10][C:11](=[O:22])[C:12]2[CH:17]=[CH:16][N:15]=[C:14]([NH:18]C(=O)C)[CH:13]=2)[S:8][CH:9]=1)([CH3:4])([CH3:3])[CH3:2].Cl. The catalyst is C(O)C. The product is [C:1]([C:5]1[N:6]=[C:7]([NH:10][C:11](=[O:22])[C:12]2[CH:17]=[CH:16][N:15]=[C:14]([NH2:18])[CH:13]=2)[S:8][CH:9]=1)([CH3:4])([CH3:2])[CH3:3]. The yield is 0.520.